Dataset: Reaction yield outcomes from USPTO patents with 853,638 reactions. Task: Predict the reaction yield, written as a fraction of the theoretical maximum amount of product (1.0 means a 100% yield; for example, 0.34 means a 34% yield). (1) The reactants are [NH2:1][C:2]1[CH:7]=[C:6]([CH2:8][OH:9])[CH:5]=[CH:4][N:3]=1.[C:10](O[C:10]([O:12][C:13]([CH3:16])([CH3:15])[CH3:14])=[O:11])([O:12][C:13]([CH3:16])([CH3:15])[CH3:14])=[O:11]. The catalyst is CC(O)(C)C. The product is [OH:9][CH2:8][C:6]1[CH:5]=[CH:4][N:3]=[C:2]([NH:1][C:10](=[O:11])[O:12][C:13]([CH3:16])([CH3:15])[CH3:14])[CH:7]=1. The yield is 0.710. (2) The reactants are [C:1]([O:5][C:6]([NH:8][CH:9]([C:13]([OH:16])([CH3:15])[CH3:14])[C:10]([OH:12])=[O:11])=[O:7])([CH3:4])([CH3:3])[CH3:2].[CH3:17]I.[H-].[Na+].O. The catalyst is C1COCC1.C(OCC)(=O)C. The product is [C:1]([O:5][C:6]([NH:8][CH:9]([C:13]([O:16][CH3:17])([CH3:15])[CH3:14])[C:10]([OH:12])=[O:11])=[O:7])([CH3:4])([CH3:2])[CH3:3]. The yield is 0.940.